This data is from Forward reaction prediction with 1.9M reactions from USPTO patents (1976-2016). The task is: Predict the product of the given reaction. (1) Given the reactants [ClH:1].CC(OCC1C2C(=CC=CC=2)C(COC(C)=O)=C2C=1C=CC=C2)=O.C(O)=O.[C:29]([C:31]1[CH:56]=[CH:55][C:34]([CH2:35][N:36]2[CH2:43][CH:42]3[O:44][CH:38]([CH2:39][N:40]([CH2:45][CH2:46][NH:47]C(=O)OC(C)(C)C)[CH2:41]3)[CH2:37]2)=[CH:33][CH:32]=1)#[N:30], predict the reaction product. The product is: [ClH:1].[NH2:47][CH2:46][CH2:45][N:40]1[CH2:41][CH:42]2[O:44][CH:38]([CH2:37][N:36]([CH2:35][C:34]3[CH:33]=[CH:32][C:31]([C:29]#[N:30])=[CH:56][CH:55]=3)[CH2:43]2)[CH2:39]1. (2) Given the reactants [NH2:1][C:2]1[CH:3]=[C:4]([CH:18]=[CH:19][CH:20]=1)[O:5][C:6]1[C:15]2[N:14]=[C:13]([CH3:16])[C:12](=[O:17])[NH:11][C:10]=2[N:9]=[CH:8][CH:7]=1.[C:21]([C:25]1[CH:26]=[C:27]([CH:31]=[CH:32][CH:33]=1)[C:28](Cl)=[O:29])([CH3:24])([CH3:23])[CH3:22], predict the reaction product. The product is: [C:21]([C:25]1[CH:26]=[C:27]([CH:31]=[CH:32][CH:33]=1)[C:28]([NH:1][C:2]1[CH:20]=[CH:19][CH:18]=[C:4]([O:5][C:6]2[C:15]3[N:14]=[C:13]([CH3:16])[C:12](=[O:17])[NH:11][C:10]=3[N:9]=[CH:8][CH:7]=2)[CH:3]=1)=[O:29])([CH3:24])([CH3:22])[CH3:23]. (3) The product is: [Cl:42][C:41]1[CH:19]=[CH:20][C:15]([CH2:33][N:30]2[CH2:31][CH2:32][N:27]([C:24]3[CH:23]=[CH:22][C:21]([C:18]4[CH:17]=[CH:16][C:15]([O:14][CH2:13][C@:2]5([CH3:1])[O:6][C:5]6=[N:7][C:8]([N+:10]([O-:12])=[O:11])=[CH:9][N:4]6[CH2:3]5)=[CH:20][CH:19]=4)=[CH:26][CH:25]=3)[CH2:28][CH2:29]2)=[CH:16][CH:17]=1. Given the reactants [CH3:1][C@@:2]1([CH2:13][O:14][C:15]2[CH:20]=[CH:19][C:18]([C:21]3[CH:26]=[CH:25][C:24]([N:27]4[CH2:32][CH2:31][N:30]([C:33](OC(C)(C)C)=O)[CH2:29][CH2:28]4)=[CH:23][CH:22]=3)=[CH:17][CH:16]=2)[O:6][C:5]2=[N:7][C:8]([N+:10]([O-:12])=[O:11])=[CH:9][N:4]2[CH2:3]1.Cl[CH2:41][Cl:42], predict the reaction product. (4) Given the reactants C([Li])(C)(C)C.CCCCC.[Si:11]([O:18][CH2:19][CH2:20][CH:21]1[C:26]2[CH:27]=[CH:28][C:29](Br)=[CH:30][C:25]=2[CH2:24][CH2:23][O:22]1)([C:14]([CH3:17])([CH3:16])[CH3:15])([CH3:13])[CH3:12].C[Si]([N:36]=[C:37]=[O:38])(C)C.[Cl-].[OH-].[Na+], predict the reaction product. The product is: [Si:11]([O:18][CH2:19][CH2:20][CH:21]1[C:26]2[CH:27]=[CH:28][C:29]([C:37]([NH2:36])=[O:38])=[CH:30][C:25]=2[CH2:24][CH2:23][O:22]1)([C:14]([CH3:17])([CH3:16])[CH3:15])([CH3:13])[CH3:12]. (5) The product is: [CH3:21][O:20][C:5]1[CH:6]=[C:7]([C:8]2[O:17][C:12]3[CH2:13][CH2:14][CH2:15][CH2:16][C:11]=3[N:10]=2)[CH:18]=[CH:19][C:4]=1[CH2:3][C:1]#[N:2]. Given the reactants [C:1]([CH2:3][C:4]1[CH:19]=[CH:18][C:7]([C:8]([NH:10][CH:11]2[CH2:16][CH2:15][CH2:14][CH2:13][C:12]2=[O:17])=O)=[CH:6][C:5]=1[O:20][CH3:21])#[N:2].O=P(Cl)(Cl)Cl, predict the reaction product. (6) Given the reactants CS([O:5][CH:6]1[CH2:11][CH2:10][N:9]([C:12]([O:14][C:15]([CH3:18])([CH3:17])[CH3:16])=[O:13])[CH2:8][CH2:7]1)(=O)=O.[Br:19][C:20]1[CH:25]=[CH:24][C:23]([F:26])=[CH:22][C:21]=1O.C([O-])([O-])=O.[Cs+].[Cs+], predict the reaction product. The product is: [Br:19][C:20]1[CH:25]=[CH:24][C:23]([F:26])=[CH:22][C:21]=1[O:5][CH:6]1[CH2:11][CH2:10][N:9]([C:12]([O:14][C:15]([CH3:18])([CH3:17])[CH3:16])=[O:13])[CH2:8][CH2:7]1. (7) Given the reactants C([C:4]1[CH:10]=[C:9]([N+]([O-])=O)[CH:8]=[CH:7][C:5]=1[NH2:6])CC.C([C:17]1[CH:22]=[C:21]([N+]([O-])=[O:24])[CH:20]=[CH:19][C:18]=1[N:26]=C=S)CC.OCCN.O=S(Cl)[Cl:35], predict the reaction product. The product is: [NH2:6][C:5]1([CH2:4][OH:24])[CH2:7][CH2:8][CH2:9][CH2:10]1.[ClH:35].[NH2:26][C:18]1([CH2:17][Cl:35])[CH2:19][CH2:20][CH2:21][CH2:22]1. (8) Given the reactants C(OC([N:8]1[CH2:13][CH2:12][C:11](=[CH:14][C:15]2[CH:20]=[CH:19][CH:18]=[C:17]([O:21][C:22]3[CH:27]=[CH:26][C:25]([C:28]([F:31])([F:30])[F:29])=[CH:24][N:23]=3)[CH:16]=2)[CH2:10][CH2:9]1)=O)(C)(C)C.[ClH:32].C(OCC)C, predict the reaction product. The product is: [ClH:32].[NH:8]1[CH2:13][CH2:12][C:11](=[CH:14][C:15]2[CH:16]=[C:17]([CH:18]=[CH:19][CH:20]=2)[O:21][C:22]2[CH:27]=[CH:26][C:25]([C:28]([F:31])([F:29])[F:30])=[CH:24][N:23]=2)[CH2:10][CH2:9]1. (9) Given the reactants CCCC[N+](CCCC)(CCCC)CCCC.[F-].[Si]([O:36][CH2:37][CH2:38][CH:39]([CH3:59])[CH:40]([C:52]1[CH:57]=[CH:56][C:55]([F:58])=[CH:54][CH:53]=1)[C:41]([NH:43][NH:44][C:45]([O:47][C:48]([CH3:51])([CH3:50])[CH3:49])=[O:46])=[O:42])(C(C)(C)C)(C1C=CC=CC=1)C1C=CC=CC=1.C(OCC)(=O)C.[Cl-].[NH4+], predict the reaction product. The product is: [F:58][C:55]1[CH:54]=[CH:53][C:52]([CH:40]([CH:39]([CH3:59])[CH2:38][CH2:37][OH:36])[C:41]([NH:43][NH:44][C:45]([O:47][C:48]([CH3:49])([CH3:51])[CH3:50])=[O:46])=[O:42])=[CH:57][CH:56]=1. (10) Given the reactants CC1C=CC(S(O)(=O)=O)=CC=1.[C:12]([C:16]1[CH:17]=[C:18]([C:26]2[CH:34]=[C:33]([CH2:35][CH3:36])[CH:32]=[C:31]3[C:27]=2[CH2:28][CH:29]([CH3:39])[CH:30]3OC)[CH:19]=[C:20]([C:22]([CH3:25])([CH3:24])[CH3:23])[CH:21]=1)([CH3:15])([CH3:14])[CH3:13], predict the reaction product. The product is: [C:22]([C:20]1[CH:19]=[C:18]([C:26]2[CH:34]=[C:33]([CH2:35][CH3:36])[CH:32]=[C:31]3[C:27]=2[CH2:28][C:29]([CH3:39])=[CH:30]3)[CH:17]=[C:16]([C:12]([CH3:15])([CH3:14])[CH3:13])[CH:21]=1)([CH3:23])([CH3:24])[CH3:25].